This data is from Peptide-MHC class II binding affinity with 134,281 pairs from IEDB. The task is: Regression. Given a peptide amino acid sequence and an MHC pseudo amino acid sequence, predict their binding affinity value. This is MHC class II binding data. The peptide sequence is LVDANGTLHDKKSMG. The MHC is DRB3_0202 with pseudo-sequence DRB3_0202. The binding affinity (normalized) is 0.